Dataset: Catalyst prediction with 721,799 reactions and 888 catalyst types from USPTO. Task: Predict which catalyst facilitates the given reaction. (1) Reactant: Cl[CH2:2][C:3]([NH:5][C:6]1[N:7]=[C:8]2[CH:13]=[CH:12][C:11]([O:14][C:15]3[CH:16]=[C:17]([NH:21][C:22](=[O:34])[C:23]4[CH:28]=[CH:27][CH:26]=[C:25]([C:29]5([C:32]#[N:33])[CH2:31][CH2:30]5)[CH:24]=4)[CH:18]=[CH:19][CH:20]=3)=[N:10][N:9]2[CH:35]=1)=[O:4].[NH:36]1[CH2:41][CH2:40][O:39][CH2:38][CH2:37]1. Product: [C:32]([C:29]1([C:25]2[CH:24]=[C:23]([CH:28]=[CH:27][CH:26]=2)[C:22]([NH:21][C:17]2[CH:18]=[CH:19][CH:20]=[C:15]([O:14][C:11]3[CH:12]=[CH:13][C:8]4[N:9]([CH:35]=[C:6]([NH:5][C:3](=[O:4])[CH2:2][N:36]5[CH2:41][CH2:40][O:39][CH2:38][CH2:37]5)[N:7]=4)[N:10]=3)[CH:16]=2)=[O:34])[CH2:31][CH2:30]1)#[N:33]. The catalyst class is: 10. (2) Reactant: [OH:1][CH2:2][CH:3]([CH2:6][OH:7])[CH2:4][OH:5].Cl[C:9]([C:26]1[CH:31]=[CH:30][CH:29]=[CH:28][CH:27]=1)([C:18]1[CH:23]=[CH:22][C:21]([O:24][CH3:25])=[CH:20][CH:19]=1)[C:10]1[CH:15]=[CH:14][C:13]([O:16][CH3:17])=[CH:12][CH:11]=1. Product: [CH3:25][O:24][C:21]1[CH:20]=[CH:19][C:18]([C:9]([C:10]2[CH:11]=[CH:12][C:13]([O:16][CH3:17])=[CH:14][CH:15]=2)([C:26]2[CH:31]=[CH:30][CH:29]=[CH:28][CH:27]=2)[O:1][CH2:2][CH:3]([CH2:6][OH:7])[CH2:4][OH:5])=[CH:23][CH:22]=1. The catalyst class is: 17.